This data is from Full USPTO retrosynthesis dataset with 1.9M reactions from patents (1976-2016). The task is: Predict the reactants needed to synthesize the given product. (1) Given the product [Br:1][C:2]1[C:3]([C:14]2[CH:19]=[CH:18][N:17]=[C:16]([NH:20][CH3:21])[N:15]=2)=[C:4]([C:7]2[CH:8]=[CH:9][C:10]([F:13])=[CH:11][CH:12]=2)[N:5]([Si:30]([CH:37]([CH3:39])[CH3:38])([CH:34]([CH3:36])[CH3:35])[CH:31]([CH3:33])[CH3:32])[CH:6]=1, predict the reactants needed to synthesize it. The reactants are: [Br:1][C:2]1[C:3]([C:14]2[CH:19]=[CH:18][N:17]=[C:16]([NH:20][CH3:21])[N:15]=2)=[C:4]([C:7]2[CH:12]=[CH:11][C:10]([F:13])=[CH:9][CH:8]=2)[NH:5][CH:6]=1.O([Si:30]([CH:37]([CH3:39])[CH3:38])([CH:34]([CH3:36])[CH3:35])[CH:31]([CH3:33])[CH3:32])S(C(F)(F)F)(=O)=O. (2) Given the product [F:27][C:28]([F:33])([F:32])[C:29]([OH:31])=[O:30].[CH3:26][O:25][C:22]1[CH:21]=[CH:20][C:19]([C:16]2[N:15]=[C:14]([C@H:9]3[CH2:10][CH2:11][CH2:12][CH2:13][NH:8]3)[O:18][N:17]=2)=[CH:24][CH:23]=1, predict the reactants needed to synthesize it. The reactants are: C(OC([N:8]1[CH2:13][CH2:12][CH2:11][CH2:10][C@@H:9]1[C:14]1[O:18][N:17]=[C:16]([C:19]2[CH:24]=[CH:23][C:22]([O:25][CH3:26])=[CH:21][CH:20]=2)[N:15]=1)=O)(C)(C)C.[F:27][C:28]([F:33])([F:32])[C:29]([OH:31])=[O:30]. (3) Given the product [CH:42]1([C:45]([N:47]2[CH2:52][CH2:51][N:50]([C:7]([C:6]3[CH:5]=[CH:4][C:3]([CH:1]=[O:2])=[CH:11][CH:10]=3)=[O:9])[CH2:49][CH2:48]2)=[O:46])[CH2:43][CH2:44]1, predict the reactants needed to synthesize it. The reactants are: [CH:1]([C:3]1[CH:11]=[CH:10][C:6]([C:7]([OH:9])=O)=[CH:5][CH:4]=1)=[O:2].C(N(CC)CC)C.ON1C2C=CC=CC=2N=N1.Cl.C(N=C=NCCCN(C)C)C.Cl.[CH:42]1([C:45]([N:47]2[CH2:52][CH2:51][NH:50][CH2:49][CH2:48]2)=[O:46])[CH2:44][CH2:43]1.